The task is: Predict which catalyst facilitates the given reaction.. This data is from Catalyst prediction with 721,799 reactions and 888 catalyst types from USPTO. (1) Reactant: [CH3:1][O:2][C:3]1[CH:21]=[CH:20][C:6]([CH2:7][O:8][N:9]2C(=O)C3C(=CC=CC=3)C2=O)=[CH:5][CH:4]=1.O.NN. Product: [CH3:1][O:2][C:3]1[CH:21]=[CH:20][C:6]([CH2:7][O:8][NH2:9])=[CH:5][CH:4]=1. The catalyst class is: 5. (2) Reactant: [Si]([Cl:5])(C)(C)C.[CH3:6][N:7]([CH3:36])[C:8]1([C:30]2[CH:35]=[CH:34][CH:33]=[CH:32][CH:31]=2)[CH2:13][CH2:12][CH:11]([NH:14][C@@H:15]([CH2:20][C:21]2[C:29]3[C:24](=[CH:25][CH:26]=[CH:27][CH:28]=3)[NH:23][CH:22]=2)[C:16]([NH:18][CH3:19])=[O:17])[CH2:10][CH2:9]1. Product: [ClH:5].[ClH:5].[CH3:36][N:7]([CH3:6])[C:8]1([C:30]2[CH:35]=[CH:34][CH:33]=[CH:32][CH:31]=2)[CH2:13][CH2:12][CH:11]([NH:14][C@@H:15]([CH2:20][C:21]2[C:29]3[C:24](=[CH:25][CH:26]=[CH:27][CH:28]=3)[NH:23][CH:22]=2)[C:16]([NH:18][CH3:19])=[O:17])[CH2:10][CH2:9]1. The catalyst class is: 573. (3) Reactant: [CH2:1]([O:3][C:4](=[O:17])[CH2:5][C:6]1[N:16]=[CH:15][CH:14]=[CH:13][C:7]=1[C:8]([O:10]CC)=O)[CH3:2].[H-].[Na+].[F:20][C:21]1[CH:30]=[C:29]([I:31])[CH:28]=[CH:27][C:22]=1[N:23]=[C:24]=[N:25][CH3:26]. Product: [F:20][C:21]1[CH:30]=[C:29]([I:31])[CH:28]=[CH:27][C:22]=1[NH:23][C:24]1[N:25]([CH3:26])[C:8](=[O:10])[C:7]2[CH:13]=[CH:14][CH:15]=[N:16][C:6]=2[C:5]=1[C:4]([O:3][CH2:1][CH3:2])=[O:17]. The catalyst class is: 1. (4) Reactant: Br[C:2]1[CH:9]=[CH:8][C:7]([C:10]([F:13])([F:12])[F:11])=[CH:6][C:3]=1[CH:4]=O.[N+:14]([CH2:16][C:17]([O:19][CH2:20][CH3:21])=[O:18])#[C-]. Product: [F:11][C:10]([F:13])([F:12])[C:7]1[CH:6]=[C:3]2[C:2](=[CH:9][CH:8]=1)[NH:14][C:16]([C:17]([O:19][CH2:20][CH3:21])=[O:18])=[CH:4]2. The catalyst class is: 419. (5) Reactant: [CH:1]1([CH2:9][OH:10])[CH:5]2[CH2:6][CH2:7][CH2:8][CH:4]2[CH2:3][NH:2]1.CCN(C(C)C)C(C)C.[F:20][C:21]1[CH:26]=[CH:25][C:24]([C:27]2[S:31][C:30]([CH3:32])=[N:29][C:28]=2[C:33](O)=[O:34])=[CH:23][CH:22]=1.CN(C(ON1N=NC2C=CC=NC1=2)=[N+](C)C)C.F[P-](F)(F)(F)(F)F. Product: [F:20][C:21]1[CH:22]=[CH:23][C:24]([C:27]2[S:31][C:30]([CH3:32])=[N:29][C:28]=2[C:33]([N:2]2[CH2:3][CH:4]3[CH2:8][CH2:7][CH2:6][CH:5]3[CH:1]2[CH2:9][OH:10])=[O:34])=[CH:25][CH:26]=1. The catalyst class is: 3.